This data is from Full USPTO retrosynthesis dataset with 1.9M reactions from patents (1976-2016). The task is: Predict the reactants needed to synthesize the given product. (1) Given the product [Cl:23][C:20]1[CH:21]=[CH:22][C:17]([CH2:16][C@@H:15]([NH:24][C:25]([C@@H:27]2[CH2:36][C:35]3[C:30](=[CH:31][CH:32]=[CH:33][CH:34]=3)[CH2:29][NH:28]2)=[O:26])[C:14]([N:11]2[CH2:12][CH2:13][CH:8]([C:3]3[CH:4]=[CH:5][CH:6]=[CH:7][C:2]=3[NH:1][S:59]([C:54]3[CH:55]=[CH:56][CH:57]=[CH:58][C:53]=3[C:51]#[N:52])(=[O:61])=[O:60])[CH2:9][CH2:10]2)=[O:44])=[CH:18][CH:19]=1, predict the reactants needed to synthesize it. The reactants are: [NH2:1][C:2]1[CH:7]=[CH:6][CH:5]=[CH:4][C:3]=1[CH:8]1[CH2:13][CH2:12][N:11]([C:14](=[O:44])[C@H:15]([NH:24][C:25]([C@@H:27]2[CH2:36][C:35]3[C:30](=[CH:31][CH:32]=[CH:33][CH:34]=3)[CH2:29][N:28]2C(OC(C)(C)C)=O)=[O:26])[CH2:16][C:17]2[CH:22]=[CH:21][C:20]([Cl:23])=[CH:19][CH:18]=2)[CH2:10][CH2:9]1.N1C=CC=CC=1.[C:51]([C:53]1[CH:58]=[CH:57][CH:56]=[CH:55][C:54]=1[S:59](Cl)(=[O:61])=[O:60])#[N:52]. (2) Given the product [CH3:1][O:2][C:3]1([C:10]2[CH:27]=[CH:26][C:25]([C:28]([F:29])([F:31])[F:30])=[CH:24][C:11]=2[CH2:12][OH:13])[CH2:4][CH2:5][CH2:6][CH2:7][CH2:8][CH2:9]1, predict the reactants needed to synthesize it. The reactants are: [CH3:1][O:2][C:3]1([C:10]2[CH:27]=[CH:26][C:25]([C:28]([F:31])([F:30])[F:29])=[CH:24][C:11]=2[CH2:12][O:13][Si](C(C)C)(C(C)C)C(C)C)[CH2:9][CH2:8][CH2:7][CH2:6][CH2:5][CH2:4]1.[F-].C([N+](CCCC)(CCCC)CCCC)CCC. (3) Given the product [Br:1][C:2]1[CH:7]=[C:6]([F:8])[CH:5]=[CH:4][C:3]=1[CH:9]1[C:14]([C:15]([O:17][CH2:18][CH3:19])=[O:16])=[C:13]([CH2:20][N:27]2[CH2:32][CH2:31][O:30][CH:29]([CH2:33][CH2:34][C:35]([O:37][CH3:38])=[O:36])[CH2:28]2)[NH:12][C:11]([C:22]2[S:23][CH:24]=[CH:25][N:26]=2)=[N:10]1, predict the reactants needed to synthesize it. The reactants are: [Br:1][C:2]1[CH:7]=[C:6]([F:8])[CH:5]=[CH:4][C:3]=1[CH:9]1[C:14]([C:15]([O:17][CH2:18][CH3:19])=[O:16])=[C:13]([CH2:20]Br)[NH:12][C:11]([C:22]2[S:23][CH:24]=[CH:25][N:26]=2)=[N:10]1.[NH:27]1[CH2:32][CH2:31][O:30][CH:29]([CH2:33][CH2:34][C:35]([O:37][CH3:38])=[O:36])[CH2:28]1. (4) Given the product [Cl:1][C:2]1[C:3]2[C:10](=[O:19])[C:11]([C:12]3[CH:17]=[CH:16][C:15]([OH:18])=[CH:14][CH:13]=3)=[CH:20][O:9][C:4]=2[CH:5]=[C:6]([OH:8])[CH:7]=1, predict the reactants needed to synthesize it. The reactants are: [Cl:1][C:2]1[CH:7]=[C:6]([OH:8])[CH:5]=[C:4]([OH:9])[C:3]=1[C:10](=[O:19])[CH2:11][C:12]1[CH:17]=[CH:16][C:15]([OH:18])=[CH:14][CH:13]=1.[C:20](OC(=O)C)(=O)C.C([O-])(=O)C.[Na+]. (5) Given the product [Br:17][CH2:15][C:14]([C:9]1([C:4]2[CH:5]=[CH:6][C:7]([Cl:8])=[C:2]([Cl:1])[CH:3]=2)[CH2:13][CH2:12][CH2:11][CH2:10]1)=[O:16], predict the reactants needed to synthesize it. The reactants are: [Cl:1][C:2]1[CH:3]=[C:4]([C:9]2([C:14](=[O:16])[CH3:15])[CH2:13][CH2:12][CH2:11][CH2:10]2)[CH:5]=[CH:6][C:7]=1[Cl:8].[Br:17]Br.O. (6) The reactants are: [NH2:1][C:2]1[N:7]=[C:6]([S:8][CH2:9][C:10]2[CH:15]=[CH:14][CH:13]=[C:12]([CH2:16][NH2:17])[N:11]=2)[N:5]=[C:4]([C:18]2[CH:23]=[CH:22][C:21]([NH:24][C:25](=[O:27])[CH3:26])=[CH:20][CH:19]=2)[C:3]=1[C:28]#[N:29].C(N(CC)CC)C.Br[CH2:38][CH2:39][C:40](Cl)=[O:41]. Given the product [C:25]([NH:24][C:21]1[CH:22]=[CH:23][C:18]([C:4]2[C:3]([C:28]#[N:29])=[C:2]([NH2:1])[N:7]=[C:6]([S:8][CH2:9][C:10]3[N:11]=[C:12]([CH2:16][NH:17][C:40](=[O:41])[CH:39]=[CH2:38])[CH:13]=[CH:14][CH:15]=3)[N:5]=2)=[CH:19][CH:20]=1)(=[O:27])[CH3:26], predict the reactants needed to synthesize it. (7) Given the product [C:17]([O:10][CH:2]1[CH2:3][C:4]2[C:9](=[CH:8][CH:7]=[CH:6][CH:5]=2)[CH2:1]1)(=[O:19])[CH3:18], predict the reactants needed to synthesize it. The reactants are: [CH2:1]1[C:9]2[C:4](=[CH:5][CH:6]=[CH:7][CH:8]=2)[CH2:3][CH:2]1[OH:10].N1C=CC=CC=1.[C:17](Cl)(=[O:19])[CH3:18].CN(C1C=CC=CN=1)C. (8) Given the product [Cl:1][C:2]1[CH:3]=[N:4][C:5]2[C:10]([C:11]=1[CH:12]([OH:13])[CH2:23][N+:20]([O-:22])=[O:21])=[CH:9][CH:8]=[CH:7][CH:6]=2, predict the reactants needed to synthesize it. The reactants are: [Cl:1][C:2]1[CH:3]=[N:4][C:5]2[C:10]([C:11]=1[CH:12]=[O:13])=[CH:9][CH:8]=[CH:7][CH:6]=2.C(=O)([O-])[O-].[K+].[K+].[N+:20]([CH3:23])([O-:22])=[O:21]. (9) Given the product [Cl:7][C:8]1[CH:9]=[C:10]([CH:4]=[CH:3][C:1]#[N:2])[CH:13]=[CH:14][C:15]=1[Cl:16], predict the reactants needed to synthesize it. The reactants are: [C:1]([CH2:3][C:4](O)=O)#[N:2].[Cl:7][C:8]1[CH:9]=[C:10]([CH:13]=[CH:14][C:15]=1[Cl:16])C=O.C([O-])(=O)C.[NH4+].